This data is from Reaction yield outcomes from USPTO patents with 853,638 reactions. The task is: Predict the reaction yield, written as a fraction of the theoretical maximum amount of product (1.0 means a 100% yield; for example, 0.34 means a 34% yield). (1) The reactants are [C:1]([O:5][C:6](=[O:17])[NH:7][C:8]1[CH:13]=[C:12]([O:14][CH3:15])[CH:11]=[CH:10][C:9]=1[CH3:16])([CH3:4])([CH3:3])[CH3:2].[Li]C(CC)C.[CH:23](=[O:26])[CH2:24][CH3:25]. The catalyst is C1COCC1. The product is [C:1]([O:5][C:6](=[O:17])[NH:7][C:8]1[CH:13]=[C:12]([O:14][CH3:15])[CH:11]=[CH:10][C:9]=1[CH2:16][CH:23]([OH:26])[CH2:24][CH3:25])([CH3:4])([CH3:3])[CH3:2]. The yield is 0.390. (2) The reactants are [CH2:1]([C:8]([C:10]([F:13])([F:12])[F:11])=O)[C:2]([C:4]([F:7])([F:6])[F:5])=O.Cl.[N+:15]([C:18]1[CH:19]=[C:20]([NH:24][NH2:25])[CH:21]=[CH:22][CH:23]=1)([O-:17])=[O:16]. No catalyst specified. The product is [F:11][C:10]([F:13])([F:12])[C:8]1[CH:1]=[C:2]([C:4]([F:7])([F:6])[F:5])[N:24]([C:20]2[CH:21]=[CH:22][CH:23]=[C:18]([N+:15]([O-:17])=[O:16])[CH:19]=2)[N:25]=1. The yield is 0.940.